Predict the reaction yield, written as a fraction of the theoretical maximum amount of product (1.0 means a 100% yield; for example, 0.34 means a 34% yield). From a dataset of Reaction yield outcomes from USPTO patents with 853,638 reactions. (1) The reactants are [CH3:1][C:2]1[N:6]([CH2:7][C:8]([OH:10])=O)[N:5]=[C:4]([C:11]([F:14])([F:13])[F:12])[CH:3]=1.C(N(C(C)C)CC)(C)C.F[B-](F)(F)F.N1(OC(N(C)C)=[N+](C)C)C2C=CC=CC=2N=N1.Cl.[CH2:47]([O:49][C:50]([C:52]1[N:53]=[C:54]([CH:57]2[CH2:62][CH2:61][NH:60][CH2:59][CH2:58]2)[S:55][CH:56]=1)=[O:51])[CH3:48]. The catalyst is CN(C=O)C. The product is [CH2:47]([O:49][C:50]([C:52]1[N:53]=[C:54]([CH:57]2[CH2:62][CH2:61][N:60]([C:8](=[O:10])[CH2:7][N:6]3[C:2]([CH3:1])=[CH:3][C:4]([C:11]([F:14])([F:13])[F:12])=[N:5]3)[CH2:59][CH2:58]2)[S:55][CH:56]=1)=[O:51])[CH3:48]. The yield is 0.880. (2) The reactants are [C:1]([C:3]1[CH:10]=[CH:9][C:6]([CH:7]=O)=[CH:5][CH:4]=1)#[N:2].C1(P(C2C=CC=CC=2)C2C=CC=CC=2)C=CC=CC=1.[Br:30][C:31](Br)(Br)[F:32].C([Zn]CC)C.[NH4+].[Cl-]. The catalyst is C1COCC1. The product is [Br:30][C:31]([F:32])=[CH:7][C:6]1[CH:9]=[CH:10][C:3]([C:1]#[N:2])=[CH:4][CH:5]=1. The yield is 0.588. (3) The reactants are [Br:1][C:2]1[C:7]([NH:8][C:9](=O)[CH2:10][O:11][CH3:12])=[CH:6][C:5]([F:14])=[CH:4][N:3]=1.B.C1COCC1. The catalyst is C1COCC1. The product is [Br:1][C:2]1[C:7]([NH:8][CH2:9][CH2:10][O:11][CH3:12])=[CH:6][C:5]([F:14])=[CH:4][N:3]=1. The yield is 0.440. (4) The reactants are C(OC([N:8]1[CH2:12][C:11]([F:14])([F:13])[CH2:10][C@H:9]1[CH2:15][CH2:16][CH2:17][CH2:18][C:19]([OH:21])=[O:20])=O)(C)(C)C.[ClH:22]. The catalyst is CCOC(C)=O. The product is [ClH:22].[F:14][C:11]1([F:13])[CH2:12][NH:8][C@H:9]([CH2:15][CH2:16][CH2:17][CH2:18][C:19]([OH:21])=[O:20])[CH2:10]1. The yield is 0.870. (5) The reactants are Cl.[CH3:2][O:3][C:4]1[C:9]([C:10](Cl)=[O:11])=[C:8]([CH3:13])[N:7]=[C:6]([O:14][CH3:15])[CH:5]=1.[OH-].[NH4+:17]. The catalyst is ClCCl. The product is [CH3:2][O:3][C:4]1[C:9]([C:10]([NH2:17])=[O:11])=[C:8]([CH3:13])[N:7]=[C:6]([O:14][CH3:15])[CH:5]=1. The yield is 0.520. (6) The reactants are O=P(Cl)(Cl)Cl.[NH2:6][C:7]1[N:8]=[CH:9][C:10]([C:26]2[CH:36]=[CH:35][C:29]([C:30]([N:32]([CH3:34])[CH3:33])=[O:31])=[CH:28][CH:27]=2)=[N:11][C:12]=1[C:13](=O)[NH:14][NH:15][C:16]([C:18]1[S:19][CH:20]=[CH:21][C:22]=1[O:23][CH3:24])=[O:17]. The catalyst is ClCCl. The product is [NH2:6][C:7]1[N:8]=[CH:9][C:10]([C:26]2[CH:36]=[CH:35][C:29]([C:30]([N:32]([CH3:34])[CH3:33])=[O:31])=[CH:28][CH:27]=2)=[N:11][C:12]=1[C:13]1[O:17][C:16]([C:18]2[S:19][CH:20]=[CH:21][C:22]=2[O:23][CH3:24])=[N:15][N:14]=1. The yield is 0.230. (7) The reactants are [CH3:1][C:2]1[CH:7]=[CH:6][CH:5]=[C:4]([CH3:8])[C:3]=1[N:9]1[CH:14]=[CH:13][CH:12]=[C:11]([C:15]([OH:17])=O)[C:10]1=[O:18].[NH2:19][C:20]1[CH:41]=[CH:40][C:23]([O:24][C:25]2[CH:26]=[CH:27][C:28]3[N:29]([CH:31]=[C:32]([NH:34][C:35]([CH:37]4[CH2:39][CH2:38]4)=[O:36])[N:33]=3)[CH:30]=2)=[C:22]([F:42])[CH:21]=1.CN(C(ON1N=NC2C=CC=NC1=2)=[N+](C)C)C.F[P-](F)(F)(F)(F)F.C(N(CC)C(C)C)(C)C. The catalyst is CN(C)C=O.C(OCC)(=O)C.O1CCCC1. The product is [CH:37]1([C:35]([NH:34][C:32]2[N:33]=[C:28]3[CH:27]=[CH:26][C:25]([O:24][C:23]4[CH:40]=[CH:41][C:20]([NH:19][C:15]([C:11]5[C:10](=[O:18])[N:9]([C:3]6[C:4]([CH3:8])=[CH:5][CH:6]=[CH:7][C:2]=6[CH3:1])[CH:14]=[CH:13][CH:12]=5)=[O:17])=[CH:21][C:22]=4[F:42])=[CH:30][N:29]3[CH:31]=2)=[O:36])[CH2:38][CH2:39]1. The yield is 0.490. (8) The reactants are C[O:2][C:3]1[CH:11]=[CH:10][CH:9]=[C:8]2[C:4]=1[CH2:5][NH:6][CH2:7]2.[BrH:12]. No catalyst specified. The product is [BrH:12].[OH:2][C:3]1[CH:11]=[CH:10][CH:9]=[C:8]2[C:4]=1[CH2:5][NH:6][CH2:7]2. The yield is 0.780.